From a dataset of Forward reaction prediction with 1.9M reactions from USPTO patents (1976-2016). Predict the product of the given reaction. (1) Given the reactants [CH3:1][C:2]1[CH2:3][CH:4]2[C:8](=[O:9])[O:7][C:6](=[O:10])[CH:5]2[CH2:11][C:12]=1[CH3:13].BrBr, predict the reaction product. The product is: [CH3:1][C:2]1[CH:3]=[C:4]2[C:8](=[O:9])[O:7][C:6](=[O:10])[C:5]2=[CH:11][C:12]=1[CH3:13]. (2) Given the reactants [CH2:1]([O:3][C:4]([N:6]1[CH2:11][CH2:10][N:9]([C:12](=[O:39])[C@@H:13]([NH:23][C:24]([C:26]2[CH:30]=[C:29]([OH:31])[N:28]([C:32]3[CH:37]=[CH:36][CH:35]=[C:34]([F:38])[CH:33]=3)[N:27]=2)=[O:25])[CH2:14][CH2:15][C:16]([O:18][C:19]([CH3:22])([CH3:21])[CH3:20])=[O:17])[CH2:8][CH2:7]1)=[O:5])[CH3:2].Br[CH2:41][C:42]([O:44][CH2:45][C:46]1[CH:51]=[CH:50][CH:49]=[CH:48][CH:47]=1)=[O:43].C(=O)([O-])[O-].[Cs+].[Cs+], predict the reaction product. The product is: [CH2:1]([O:3][C:4]([N:6]1[CH2:11][CH2:10][N:9]([C:12](=[O:39])[C@@H:13]([NH:23][C:24]([C:26]2[CH:30]=[C:29]([O:31][CH2:41][C:42]([O:44][CH2:45][C:46]3[CH:51]=[CH:50][CH:49]=[CH:48][CH:47]=3)=[O:43])[N:28]([C:32]3[CH:37]=[CH:36][CH:35]=[C:34]([F:38])[CH:33]=3)[N:27]=2)=[O:25])[CH2:14][CH2:15][C:16]([O:18][C:19]([CH3:22])([CH3:21])[CH3:20])=[O:17])[CH2:8][CH2:7]1)=[O:5])[CH3:2].